Dataset: Reaction yield outcomes from USPTO patents with 853,638 reactions. Task: Predict the reaction yield, written as a fraction of the theoretical maximum amount of product (1.0 means a 100% yield; for example, 0.34 means a 34% yield). (1) The reactants are [N:1]1([C:8]2[CH:18]=[CH:17][C:11]([C:12]([O:14][CH2:15][CH3:16])=[O:13])=[CH:10][CH:9]=2)[CH2:7][CH2:6][CH2:5][NH:4][CH2:3][CH2:2]1.C(O[C:22]1(O[Si](C)(C)C)[CH2:24][CH2:23]1)C.C(O)(=O)C.C([BH3-])#N.[Na+]. The catalyst is O1CCCC1.CO. The product is [CH:22]1([N:4]2[CH2:5][CH2:6][CH2:7][N:1]([C:8]3[CH:18]=[CH:17][C:11]([C:12]([O:14][CH2:15][CH3:16])=[O:13])=[CH:10][CH:9]=3)[CH2:2][CH2:3]2)[CH2:24][CH2:23]1. The yield is 1.18. (2) The catalyst is CO. The reactants are [ClH:1].Cl.[Cl:3][C:4]1[CH:26]=[CH:25][CH:24]=[CH:23][C:5]=1[C:6]([NH:8][C:9]1[CH:14]=[CH:13][CH:12]=[C:11]([NH:15][CH:16]2[CH2:21][CH2:20][N:19]([CH3:22])[CH2:18][CH2:17]2)[CH:10]=1)=[O:7].C=O.[C:29](O)(=O)C.C([BH3-])#N.[Na+]. The yield is 0.800. The product is [ClH:3].[ClH:1].[Cl:3][C:4]1[CH:26]=[CH:25][CH:24]=[CH:23][C:5]=1[C:6]([NH:8][C:9]1[CH:14]=[CH:13][CH:12]=[C:11]([N:15]([CH3:29])[CH:16]2[CH2:17][CH2:18][N:19]([CH3:22])[CH2:20][CH2:21]2)[CH:10]=1)=[O:7]. (3) The reactants are [Br:1][C:2]1[CH:3]=[CH:4][C:5]([C:8]([F:13])([F:12])[C:9]([OH:11])=O)=[N:6][CH:7]=1.P(Cl)(Cl)(Cl)=O.Cl.[NH2:20][CH2:21][C:22]1[CH:23]=[C:24]2[C:28](=[CH:29][CH:30]=1)[C:27](=[O:31])[N:26]([CH:32]1[CH2:37][CH2:36][C:35](=[O:38])[NH:34][C:33]1=[O:39])[CH2:25]2.C(=O)(O)[O-].[Na+]. The catalyst is N1C=CC=CC=1. The product is [Br:1][C:2]1[CH:3]=[CH:4][C:5]([C:8]([F:13])([F:12])[C:9]([NH:20][CH2:21][C:22]2[CH:23]=[C:24]3[C:28](=[CH:29][CH:30]=2)[C:27](=[O:31])[N:26]([CH:32]2[CH2:37][CH2:36][C:35](=[O:38])[NH:34][C:33]2=[O:39])[CH2:25]3)=[O:11])=[N:6][CH:7]=1. The yield is 0.0700. (4) The reactants are [O:1]=[C:2]1[NH:6][C@H:5]([C:7]([O:9][CH3:10])=[O:8])[CH2:4][CH2:3]1.C(N(CC)CC)C.[O:18](C(OC(C)(C)C)=O)[C:19]([O:21][C:22]([CH3:25])([CH3:24])[CH3:23])=O. The catalyst is C(Cl)Cl.CN(C1C=CN=CC=1)C. The product is [O:1]=[C:2]1[N:6]([C:19]([O:21][C:22]([CH3:25])([CH3:24])[CH3:23])=[O:18])[C@H:5]([C:7]([O:9][CH3:10])=[O:8])[CH2:4][CH2:3]1. The yield is 0.960.